Dataset: Forward reaction prediction with 1.9M reactions from USPTO patents (1976-2016). Task: Predict the product of the given reaction. (1) The product is: [CH2:19]([NH:21][C:22]1[N:23]=[CH:24][C:25]([NH:28][C:12]([C:10]2[N:11]=[C:7]([C:1]3[CH:2]=[CH:3][CH:4]=[CH:5][CH:6]=3)[O:8][C:9]=2[C:15]([F:18])([F:17])[F:16])=[O:14])=[CH:26][CH:27]=1)[CH3:20]. Given the reactants [C:1]1([C:7]2[O:8][C:9]([C:15]([F:18])([F:17])[F:16])=[C:10]([C:12]([OH:14])=O)[N:11]=2)[CH:6]=[CH:5][CH:4]=[CH:3][CH:2]=1.[CH2:19]([NH:21][C:22]1[CH:27]=[CH:26][C:25]([NH2:28])=[CH:24][N:23]=1)[CH3:20], predict the reaction product. (2) The product is: [NH2:24][C:23]1[C:22]([F:21])=[CH:28][C:27]([C:2]2[CH:3]=[CH:4][N:5]3[C:10]([C:11]=2[CH3:12])=[C:9]([CH:13]2[CH2:15][CH2:14]2)[CH:8]=[C:7]([C:16]([O:18][CH3:19])=[O:17])[C:6]3=[O:20])=[C:26]([F:38])[CH:25]=1. Given the reactants Cl[C:2]1[CH:3]=[CH:4][N:5]2[C:10]([C:11]=1[CH3:12])=[C:9]([CH:13]1[CH2:15][CH2:14]1)[CH:8]=[C:7]([C:16]([O:18][CH3:19])=[O:17])[C:6]2=[O:20].[F:21][C:22]1[CH:28]=[C:27](B2OC(C)(C)C(C)(C)O2)[C:26]([F:38])=[CH:25][C:23]=1[NH2:24], predict the reaction product. (3) Given the reactants [CH2:1]([N:8]1[CH2:13][CH2:12][C:11]2=[C:14](OS(C(F)(F)F)(=O)=O)[N:15]([CH:17]([CH3:19])[CH3:18])[N:16]=[C:10]2[CH2:9]1)[C:2]1[CH:7]=[CH:6][CH:5]=[CH:4][CH:3]=1.[S:28]1[CH:32]=[CH:31][C:30](B(O)O)=[CH:29]1, predict the reaction product. The product is: [CH2:1]([N:8]1[CH2:13][CH2:12][C:11]2=[C:14]([C:30]3[CH:31]=[CH:32][S:28][CH:29]=3)[N:15]([CH:17]([CH3:18])[CH3:19])[N:16]=[C:10]2[CH2:9]1)[C:2]1[CH:3]=[CH:4][CH:5]=[CH:6][CH:7]=1. (4) Given the reactants Cl[C:2]1[N:11]=[CH:10][C:9]2[N:8]([CH3:12])[C:7](=[O:13])[C@@H:6]([CH2:14][CH3:15])[N:5]([CH:16]3[CH2:20][CH2:19][CH2:18][CH2:17]3)[C:4]=2[N:3]=1.[NH2:21][C:22]1[CH:32]=[CH:31][C:25]([C:26]([O:28][CH2:29][CH3:30])=[O:27])=[CH:24][C:23]=1[O:33][CH3:34].CC(C1C=C(C(C)C)C(C2C=CC=CC=2P(C2CCCCC2)C2CCCCC2)=C(C(C)C)C=1)C.C(=O)([O-])[O-].[K+].[K+], predict the reaction product. The product is: [CH:16]1([N:5]2[C:4]3[N:3]=[C:2]([NH:21][C:22]4[CH:32]=[CH:31][C:25]([C:26]([O:28][CH2:29][CH3:30])=[O:27])=[CH:24][C:23]=4[O:33][CH3:34])[N:11]=[CH:10][C:9]=3[N:8]([CH3:12])[C:7](=[O:13])[C@H:6]2[CH2:14][CH3:15])[CH2:20][CH2:19][CH2:18][CH2:17]1. (5) Given the reactants [O:1]1[CH2:6][CH2:5][CH:4]([C:7]([C:9]2[S:13][C:12]([NH2:14])=[N:11][C:10]=2[C:15]2[O:16][CH:17]=[CH:18][CH:19]=2)=[O:8])[CH2:3][CH2:2]1.[Cl:20][C:21]1[CH:29]=[CH:28][C:24]([C:25](Cl)=[O:26])=[CH:23][N:22]=1.O, predict the reaction product. The product is: [Cl:20][C:21]1[CH:29]=[CH:28][C:24]([C:25]([NH:14][C:12]2[S:13][C:9]([C:7]([CH:4]3[CH2:5][CH2:6][O:1][CH2:2][CH2:3]3)=[O:8])=[C:10]([C:15]3[O:16][CH:17]=[CH:18][CH:19]=3)[N:11]=2)=[O:26])=[CH:23][N:22]=1. (6) Given the reactants Cl[C:2]1[N:11]=[C:10]([N:12]([CH3:14])[CH3:13])[C:9]2[C:4](=[CH:5][CH:6]=[CH:7][CH:8]=2)[N:3]=1.[C:15]([O:19][C:20](=[O:29])[NH:21][C@H:22]1[CH2:27][CH2:26][C@@H:25]([NH2:28])[CH2:24][CH2:23]1)([CH3:18])([CH3:17])[CH3:16].C([O-])(O)=O.[Na+], predict the reaction product. The product is: [C:15]([O:19][C:20](=[O:29])[NH:21][C@H:22]1[CH2:23][CH2:24][C@@H:25]([NH:28][C:2]2[N:11]=[C:10]([N:12]([CH3:14])[CH3:13])[C:9]3[C:4](=[CH:5][CH:6]=[CH:7][CH:8]=3)[N:3]=2)[CH2:26][CH2:27]1)([CH3:18])([CH3:16])[CH3:17].